Dataset: Reaction yield outcomes from USPTO patents with 853,638 reactions. Task: Predict the reaction yield, written as a fraction of the theoretical maximum amount of product (1.0 means a 100% yield; for example, 0.34 means a 34% yield). (1) The reactants are [OH-].[K+].[CH2:3]([C:10]1[NH:14][C:13]2[CH:15]=[CH:16][C:17]([Br:19])=[CH:18][C:12]=2[N:11]=1)[C:4]1[CH:9]=[CH:8][CH:7]=[CH:6][CH:5]=1.[CH3:20]I. The catalyst is CC(C)=O.C(Cl)Cl. The product is [CH2:3]([C:10]1[N:14]([CH3:20])[C:13]2[CH:15]=[CH:16][C:17]([Br:19])=[CH:18][C:12]=2[N:11]=1)[C:4]1[CH:5]=[CH:6][CH:7]=[CH:8][CH:9]=1. The yield is 0.370. (2) The reactants are Br[CH2:2][CH2:3][CH2:4][O:5][C:6]1[CH:15]=[C:14]2[C:9]([C:10](=[O:24])[N:11]([CH2:16][O:17][C:18](=[O:23])[C:19]([CH3:22])([CH3:21])[CH3:20])[CH:12]=[N:13]2)=[CH:8][C:7]=1[O:25][CH3:26].[CH3:27][N:28]1[CH2:33][CH2:32][NH:31][CH2:30][CH2:29]1. No catalyst specified. The product is [CH3:27][N:28]1[CH2:33][CH2:32][N:31]([CH2:2][CH2:3][CH2:4][O:5][C:6]2[CH:15]=[C:14]3[C:9]([C:10](=[O:24])[N:11]([CH2:16][O:17][C:18](=[O:23])[C:19]([CH3:22])([CH3:21])[CH3:20])[CH:12]=[N:13]3)=[CH:8][C:7]=2[O:25][CH3:26])[CH2:30][CH2:29]1. The yield is 0.830.